Dataset: Forward reaction prediction with 1.9M reactions from USPTO patents (1976-2016). Task: Predict the product of the given reaction. (1) Given the reactants [N:1]12[CH2:8][CH2:7][C:4]([C:9]([C:17]3[CH:22]=[CH:21][CH:20]=[CH:19][CH:18]=3)([C:11]3[CH:16]=[CH:15][CH:14]=[CH:13][CH:12]=3)[OH:10])([CH2:5][CH2:6]1)[CH2:3][CH2:2]2.[N+:23]([C:26]1[CH:31]=[CH:30][C:29]([O:32][CH2:33][CH2:34][CH2:35][Br:36])=[CH:28][CH:27]=1)([O-:25])=[O:24], predict the reaction product. The product is: [Br-:36].[OH:10][C:9]([C:17]1[CH:22]=[CH:21][CH:20]=[CH:19][CH:18]=1)([C:11]1[CH:12]=[CH:13][CH:14]=[CH:15][CH:16]=1)[C:4]12[CH2:5][CH2:6][N+:1]([CH2:35][CH2:34][CH2:33][O:32][C:29]3[CH:30]=[CH:31][C:26]([N+:23]([O-:25])=[O:24])=[CH:27][CH:28]=3)([CH2:2][CH2:3]1)[CH2:8][CH2:7]2. (2) The product is: [Cl:29][C:23]1[CH:22]=[C:21]([C:18]2[CH:19]=[CH:20][N:16]([CH2:15][C@@H:14]([NH:13][C:11]([C:9]3[NH:8][N:7]=[C:6]([CH:3]([OH:5])[CH3:4])[CH:10]=3)=[O:12])[CH2:30][CH3:31])[N:17]=2)[CH:26]=[CH:25][C:24]=1[C:27]#[N:28]. Given the reactants [BH4-].[Na+].[C:3]([C:6]1[CH:10]=[C:9]([C:11]([NH:13][C@@H:14]([CH2:30][CH3:31])[CH2:15][N:16]2[CH:20]=[CH:19][C:18]([C:21]3[CH:26]=[CH:25][C:24]([C:27]#[N:28])=[C:23]([Cl:29])[CH:22]=3)=[N:17]2)=[O:12])[NH:8][N:7]=1)(=[O:5])[CH3:4], predict the reaction product.